This data is from NCI-60 drug combinations with 297,098 pairs across 59 cell lines. The task is: Regression. Given two drug SMILES strings and cell line genomic features, predict the synergy score measuring deviation from expected non-interaction effect. (1) Drug 1: CC1OCC2C(O1)C(C(C(O2)OC3C4COC(=O)C4C(C5=CC6=C(C=C35)OCO6)C7=CC(=C(C(=C7)OC)O)OC)O)O. Drug 2: CN(C)C1=NC(=NC(=N1)N(C)C)N(C)C. Cell line: TK-10. Synergy scores: CSS=27.1, Synergy_ZIP=4.36, Synergy_Bliss=5.29, Synergy_Loewe=-26.9, Synergy_HSA=1.46. (2) Drug 1: CCC1(C2=C(COC1=O)C(=O)N3CC4=CC5=C(C=CC(=C5CN(C)C)O)N=C4C3=C2)O.Cl. Drug 2: N.N.Cl[Pt+2]Cl. Cell line: CCRF-CEM. Synergy scores: CSS=89.3, Synergy_ZIP=1.66, Synergy_Bliss=1.72, Synergy_Loewe=1.10, Synergy_HSA=5.42.